From a dataset of Forward reaction prediction with 1.9M reactions from USPTO patents (1976-2016). Predict the product of the given reaction. (1) Given the reactants [CH:1]1([CH:7]([O:9][C:10](=[O:25])[NH:11][C:12]2[C:13]([CH3:24])=[N:14][O:15][C:16]=2[C:17]2[CH:22]=[CH:21][C:20](Br)=[CH:19][CH:18]=2)[CH3:8])[CH2:6][CH2:5][CH2:4][CH2:3][CH2:2]1.[CH2:26]([O:28][C:29]([C:31]1([C:34]2[CH:39]=[CH:38][C:37](B3OC(C)(C)C(C)(C)O3)=[CH:36][CH:35]=2)[CH2:33][CH2:32]1)=[O:30])[CH3:27], predict the reaction product. The product is: [CH2:26]([O:28][C:29]([C:31]1([C:34]2[CH:39]=[CH:38][C:37]([C:20]3[CH:21]=[CH:22][C:17]([C:16]4[O:15][N:14]=[C:13]([CH3:24])[C:12]=4[NH:11][C:10]([O:9][CH:7]([CH:1]4[CH2:6][CH2:5][CH2:4][CH2:3][CH2:2]4)[CH3:8])=[O:25])=[CH:18][CH:19]=3)=[CH:36][CH:35]=2)[CH2:32][CH2:33]1)=[O:30])[CH3:27]. (2) The product is: [O:1]1[CH2:5][CH2:4][O:3][CH:2]1[CH2:6][CH2:7][NH:8][CH2:9][CH2:10][O:11][Si:12]([C:15]([CH3:18])([CH3:17])[CH3:16])([CH3:14])[CH3:13]. Given the reactants [O:1]1[CH2:5][CH2:4][O:3][CH:2]1[CH2:6][CH2:7][N:8](CC1C=CC=CC=1)[CH2:9][CH2:10][O:11][Si:12]([C:15]([CH3:18])([CH3:17])[CH3:16])([CH3:14])[CH3:13].CC1CC=CCC=1, predict the reaction product. (3) Given the reactants Cl[C:2]1[CH:7]=[C:6]([C:8]([NH:10][C:11]2[S:12][C:13]([N:21]3[CH2:26][CH2:25][O:24][CH2:23][CH2:22]3)=[C:14]([C:16]3[O:17][CH:18]=[CH:19][CH:20]=3)[N:15]=2)=[O:9])[CH:5]=[CH:4][N:3]=1.[NH:27]1[CH2:32][CH2:31][O:30][CH2:29][CH2:28]1, predict the reaction product. The product is: [O:17]1[CH:18]=[CH:19][CH:20]=[C:16]1[C:14]1[N:15]=[C:11]([NH:10][C:8]([C:6]2[CH:5]=[CH:4][N:3]=[C:2]([N:27]3[CH2:32][CH2:31][O:30][CH2:29][CH2:28]3)[CH:7]=2)=[O:9])[S:12][C:13]=1[N:21]1[CH2:26][CH2:25][O:24][CH2:23][CH2:22]1. (4) Given the reactants [Cr](Cl)([O-])(=O)=O.[NH+]1C=CC=CC=1.[C:12]([Si:16]([CH3:41])([CH3:40])[O:17][C@H:18]1[CH2:26][CH2:25][CH2:24][C@@:23]2([CH3:27])[C@H:19]1[CH2:20][CH2:21][C@@H:22]2[C@:28]([CH3:39])([CH2:32][CH2:33][CH2:34][C:35]([CH3:38])([OH:37])[CH3:36])[CH2:29][CH2:30][OH:31])([CH3:15])([CH3:14])[CH3:13], predict the reaction product. The product is: [C:12]([Si:16]([CH3:40])([CH3:41])[O:17][C@H:18]1[CH2:26][CH2:25][CH2:24][C@@:23]2([CH3:27])[C@H:19]1[CH2:20][CH2:21][C@@H:22]2[C@:28]([CH3:39])([CH2:32][CH2:33][CH2:34][C:35]([OH:37])([CH3:38])[CH3:36])[CH2:29][CH:30]=[O:31])([CH3:15])([CH3:14])[CH3:13]. (5) Given the reactants C[Si]([N-][Si](C)(C)C)(C)C.[Li+].[CH:11]([NH:14][C:15]1[S:16][C:17]2[CH:23]=[C:22]([CH2:24][C:25]([O:27][CH3:28])=[O:26])[CH:21]=[CH:20][C:18]=2[N:19]=1)([CH3:13])[CH3:12].[F:29][C:30]1[CH:39]=[CH:38][CH:37]=[CH:36][C:31]=1[C:32](OC)=[O:33].Cl, predict the reaction product. The product is: [F:29][C:30]1[CH:39]=[CH:38][CH:37]=[CH:36][C:31]=1[C:32](=[O:33])[CH:24]([C:22]1[CH:21]=[CH:20][C:18]2[N:19]=[C:15]([NH:14][CH:11]([CH3:12])[CH3:13])[S:16][C:17]=2[CH:23]=1)[C:25]([O:27][CH3:28])=[O:26]. (6) Given the reactants C(OC(=O)[NH:7][CH2:8][CH2:9][CH2:10][N:11]([CH2:16][C:17]1[CH:22]=[CH:21][CH:20]=[C:19]([C:23]2[CH:28]=[CH:27][N:26]=[C:25](Cl)[N:24]=2)[CH:18]=1)[S:12]([CH3:15])(=[O:14])=[O:13])(C)(C)C.[N:31]1[CH:36]=[CH:35][C:34]([CH2:37][CH2:38][NH2:39])=[CH:33][CH:32]=1, predict the reaction product. The product is: [NH2:7][CH2:8][CH2:9][CH2:10][N:11]([CH2:16][C:17]1[CH:22]=[CH:21][CH:20]=[C:19]([C:23]2[CH:28]=[CH:27][N:26]=[C:25]([NH:39][CH2:38][CH2:37][C:34]3[CH:35]=[CH:36][N:31]=[CH:32][CH:33]=3)[N:24]=2)[CH:18]=1)[S:12]([CH3:15])(=[O:13])=[O:14]. (7) Given the reactants [CH2:1]([O:3][C:4](=[O:14])[C@H:5]([CH2:7][C:8]1[CH:13]=[CH:12][CH:11]=[CH:10][CH:9]=1)[NH2:6])[CH3:2].[C:15](=[O:18])([O-])O.[Na+].ClC(Cl)(OC(=O)OC(Cl)(Cl)Cl)Cl, predict the reaction product. The product is: [N-:6]=[C:15]=[O:18].[CH2:1]([O:3][C:4](=[O:14])[C@H:5]([CH2:7][C:8]1[CH:13]=[CH:12][CH:11]=[CH:10][CH:9]=1)[NH2:6])[CH3:2]. (8) Given the reactants [NH2:1][CH:2]1[CH2:7][CH2:6][N:5]([C:8]2[C:9]([C:22]3[CH:27]=[CH:26][CH:25]=[CH:24][CH:23]=3)=[N:10][C:11]3[C:16]([N:17]=2)=[CH:15][C:14]([C:18]([O:20][CH3:21])=[O:19])=[CH:13][CH:12]=3)[CH2:4][CH2:3]1.C(N(CC)CC)C.[C:35](OC(=O)C)(=[O:37])[CH3:36], predict the reaction product. The product is: [C:35]([NH:1][CH:2]1[CH2:7][CH2:6][N:5]([C:8]2[C:9]([C:22]3[CH:27]=[CH:26][CH:25]=[CH:24][CH:23]=3)=[N:10][C:11]3[C:16]([N:17]=2)=[CH:15][C:14]([C:18]([O:20][CH3:21])=[O:19])=[CH:13][CH:12]=3)[CH2:4][CH2:3]1)(=[O:37])[CH3:36]. (9) Given the reactants P([O-])([O-])([O-])=O.[Ca+2].P([O-])([O-])([O-])=O.[Ca+2].[Ca+2].C1C=C2C(OC3([C:36]4[C:31](=[CH:32][C:33](O)=[C:34](CN(CC(O)=O)CC(O)=O)[CH:35]=4)[O:30][C:29]4[C:24]3=CC(CN(CC(O)=O)CC(O)=O)=C(O)C=4)C2=CC=1)=O.CC1C=C(C2([C:77]3[CH:82]=[C:81](CN(CC(O)=O)CC(O)=O)[C:80]([OH:93])=[C:79](C)[CH:78]=3)OS(=O)(=O)C3C2=CC=CC=3)C=C(CN(CC(O)=O)CC(O)=O)C=1O.CC1C2C=CC(O)=C(C[N:119]([CH2:124][C:125]([OH:127])=[O:126])[CH2:120][C:121]([OH:123])=[O:122])C=2OC(=O)C=1.C1C=C2C(C3C(C(=O)C2=CC=1)=C(O)C(O)=C(C[N:148]([CH2:153][C:154]([OH:156])=[O:155])[CH2:149][C:150]([OH:152])=[O:151])C=3)=O.C[C@@H]1[C@@H]2C(=C(O)[C@]3(O)C(=O)C(C(N)=O)=C(O)[C@@H](N(C)C)[C@@H]3[C@H]2O)C(=O)C2C(O)=CC=CC1=2.C[C@]1(O)[C@@H]2C(=C(O)[C@]3(O)C(=O)C(C(N)=O)=C(O)[C@@H](N(C)C)[C@@H]3[C@H]2O)C(=O)C2C(O)=CC=CC1=2.C[C@]1(O)[C@@H]2C(=C(O)[C@]3(O)C(=O)C(C(NCN4CCCC4)=O)=C(O)[C@@H](N(C)C)[C@@H]3C2)C(=O)C2C(O)=CC=CC1=2, predict the reaction product. The product is: [CH:77]1[CH:78]=[CH:79][C:80]([O:93][CH2:24][CH2:29][O:30][C:31]2[CH:32]=[CH:33][CH:34]=[CH:35][C:36]=2[N:119]([CH2:124][C:125]([OH:127])=[O:126])[CH2:120][C:121]([OH:123])=[O:122])=[C:81]([N:148]([CH2:153][C:154]([OH:156])=[O:155])[CH2:149][C:150]([OH:152])=[O:151])[CH:82]=1.